Regression. Given a peptide amino acid sequence and an MHC pseudo amino acid sequence, predict their binding affinity value. This is MHC class II binding data. From a dataset of Peptide-MHC class II binding affinity with 134,281 pairs from IEDB. (1) The peptide sequence is TDDNEEPIAPYHFDLSGHAF. The MHC is DRB1_0901 with pseudo-sequence DRB1_0901. The binding affinity (normalized) is 0.644. (2) The peptide sequence is QRKVFRELVRNCDLP. The MHC is DRB4_0103 with pseudo-sequence DRB4_0103. The binding affinity (normalized) is 0. (3) The peptide sequence is FDPYGATKSATPESA. The MHC is HLA-DPA10201-DPB10101 with pseudo-sequence HLA-DPA10201-DPB10101. The binding affinity (normalized) is 0.101. (4) The peptide sequence is MLTLFILIITSTIKA. The MHC is DRB1_1501 with pseudo-sequence DRB1_1501. The binding affinity (normalized) is 0.341.